The task is: Predict the reactants needed to synthesize the given product.. This data is from Full USPTO retrosynthesis dataset with 1.9M reactions from patents (1976-2016). (1) Given the product [C:31]([O:35][C:36]([N:38]1[CH2:43][CH2:42][C:41]([NH:56][C:16]([C:13]2[N:12]3[C@@:8]([CH2:7][C:6]4[CH:5]=[CH:4][C:3]([C:1]#[N:2])=[CH:30][CH:29]=4)([CH3:28])[C:9](=[O:27])[N:10]([C:19]4[CH:24]=[C:23]([Cl:25])[CH:22]=[C:21]([Cl:26])[CH:20]=4)[C:11]3=[N:15][CH:14]=2)=[O:18])([C:44](=[O:55])[NH:45][C:46]2([C:49]3[CH:54]=[CH:53][CH:52]=[CH:51][N:50]=3)[CH2:48][CH2:47]2)[CH2:40][CH2:39]1)=[O:37])([CH3:34])([CH3:32])[CH3:33], predict the reactants needed to synthesize it. The reactants are: [C:1]([C:3]1[CH:30]=[CH:29][C:6]([CH2:7][C@@:8]2([CH3:28])[N:12]3[C:13]([C:16]([OH:18])=O)=[CH:14][N:15]=[C:11]3[N:10]([C:19]3[CH:24]=[C:23]([Cl:25])[CH:22]=[C:21]([Cl:26])[CH:20]=3)[C:9]2=[O:27])=[CH:5][CH:4]=1)#[N:2].[C:31]([O:35][C:36]([N:38]1[CH2:43][CH2:42][C:41]([NH2:56])([C:44](=[O:55])[NH:45][C:46]2([C:49]3[CH:54]=[CH:53][CH:52]=[CH:51][N:50]=3)[CH2:48][CH2:47]2)[CH2:40][CH2:39]1)=[O:37])([CH3:34])([CH3:33])[CH3:32].CN(C(ON1N=NC2C=CC=NC1=2)=[N+](C)C)C.F[P-](F)(F)(F)(F)F.C(N(C(C)C)CC)(C)C. (2) Given the product [NH:3]1[C:7]2[CH:8]=[CH:9][CH:10]=[CH:11][C:6]=2[N:5]=[C:4]1[C@H:12]([NH:22][C:23]([N:25]1[CH2:30][CH:29]2[CH2:31][CH:26]1[CH2:27][NH:28]2)=[O:24])[CH2:13][C:14]1[CH:19]=[CH:18][C:17]([O:20][CH3:21])=[CH:16][CH:15]=1, predict the reactants needed to synthesize it. The reactants are: N#N.[NH:3]1[C:7]2[CH:8]=[CH:9][CH:10]=[CH:11][C:6]=2[N:5]=[C:4]1[C@H:12]([NH:22][C:23]([N:25]1[CH2:30][CH:29]2[CH2:31][CH:26]1[CH2:27][N:28]2C(OC(C)(C)C)=O)=[O:24])[CH2:13][C:14]1[CH:19]=[CH:18][C:17]([O:20][CH3:21])=[CH:16][CH:15]=1.FC(F)(F)S(O[Si](C(C)(C)C)(C)C)(=O)=O. (3) Given the product [N:67]1([C:73]2[CH:79]=[CH:78][C:76]([NH:12][C:15]([C:17]3[O:18][C:19]4[C:24]([C:25](=[O:27])[CH:26]=3)=[CH:23][C:22]([O:42][CH3:38])=[CH:21][C:20]=4[N:28]3[CH2:29][CH2:30][N:31]([CH3:34])[CH2:32][CH2:33]3)=[O:16])=[CH:75][CH:74]=2)[CH2:72][CH2:71][O:70][CH2:69][CH2:68]1, predict the reactants needed to synthesize it. The reactants are: COC1C=CC=CC=1N1CC[N:12]([C:15]([C:17]2[O:18][C:19]3[C:24]([C:25](=[O:27])[CH:26]=2)=[CH:23][CH:22]=[CH:21][C:20]=3[N:28]2[CH2:33][CH2:32][N:31]([CH3:34])[CH2:30][CH2:29]2)=[O:16])CC1.CN([C:38]([O:42]N1N=NC2C=CC=CC1=2)=[N+](C)C)C.[B-](F)(F)(F)F.ON1C2C=CC=CC=2N=N1.[N:67]1([C:73]2[CH:79]=[CH:78][C:76](N)=[CH:75][CH:74]=2)[CH2:72][CH2:71][O:70][CH2:69][CH2:68]1. (4) Given the product [F:30][C:29]([F:31])([F:32])[C:25]1[CH:24]=[C:23]([NH:20][C:21](=[O:22])[NH:1][C:2]2[CH:3]=[CH:4][C:5]([C:8]3[S:12][C:11]([CH2:13][CH2:14][CH2:15][C:16]([O:18][CH3:19])=[O:17])=[N:10][N:9]=3)=[CH:6][CH:7]=2)[CH:28]=[CH:27][CH:26]=1, predict the reactants needed to synthesize it. The reactants are: [NH2:1][C:2]1[CH:7]=[CH:6][C:5]([C:8]2[S:12][C:11]([CH2:13][CH2:14][CH2:15][C:16]([O:18][CH3:19])=[O:17])=[N:10][N:9]=2)=[CH:4][CH:3]=1.[N:20]([C:23]1[CH:28]=[CH:27][CH:26]=[C:25]([C:29]([F:32])([F:31])[F:30])[CH:24]=1)=[C:21]=[O:22]. (5) Given the product [C:3]1([CH:9]2[CH2:14][CH2:13][CH2:12][CH2:11][CH2:10]2)[CH:8]=[CH:7][CH:6]=[CH:5][CH:4]=1, predict the reactants needed to synthesize it. The reactants are: [H][H].[C:3]1([C:9]2[CH2:14][CH2:13][CH2:12][CH2:11][CH:10]=2)[CH:8]=[CH:7][CH:6]=[CH:5][CH:4]=1. (6) The reactants are: C(O[C:6]([N:8]([CH3:39])[C@H:9]([CH2:23][O:24][C:25](=[O:38])[NH:26][C:27]1[N:28]=[CH:29][C:30]2[C:35]([CH:36]=1)=[CH:34][C:33]([F:37])=[CH:32][CH:31]=2)[CH2:10][C:11]1[N:12]=[CH:13][N:14](C(OC(C)(C)C)=O)[CH:15]=1)=[O:7])(C)(C)C.Cl.CCN(C(C)C)C(C)C.[Cl:50][C:51]1[C:70]([F:71])=[CH:69][CH:68]=[CH:67][C:52]=1[CH2:53][NH:54]C(=O)OC1C=CC([N+]([O-])=O)=CC=1. Given the product [F:37][C:33]1[CH:32]=[C:31]2[C:30](=[CH:35][CH:34]=1)[CH:29]=[N:28][C:27]([NH:26][C:25](=[O:38])[O:24][CH2:23][C@@H:9]([N:8]([CH3:39])[C:6]([NH:54][CH2:53][C:52]1[CH:67]=[CH:68][CH:69]=[C:70]([F:71])[C:51]=1[Cl:50])=[O:7])[CH2:10][C:11]1[N:12]=[CH:13][NH:14][CH:15]=1)=[CH:36]2, predict the reactants needed to synthesize it.